From a dataset of Aqueous solubility values for 9,982 compounds from the AqSolDB database. Regression/Classification. Given a drug SMILES string, predict its absorption, distribution, metabolism, or excretion properties. Task type varies by dataset: regression for continuous measurements (e.g., permeability, clearance, half-life) or binary classification for categorical outcomes (e.g., BBB penetration, CYP inhibition). For this dataset (solubility_aqsoldb), we predict Y. The compound is CCOCCC(=O)OC. The Y is -0.0719 log mol/L.